Dataset: Forward reaction prediction with 1.9M reactions from USPTO patents (1976-2016). Task: Predict the product of the given reaction. (1) Given the reactants C(OC(=O)[N:7]([C:37]1[CH:38]=[N:39][C:40]([O:43][CH2:44][CH3:45])=[CH:41][CH:42]=1)[C:8]1[CH:13]=[CH:12][C:11]([CH:14](O)[C:15]2[C:23]3[C:18](=[N:19][CH:20]=[C:21]([CH3:24])[CH:22]=3)[N:17]([Si](C(C)C)(C(C)C)C(C)C)[CH:16]=2)=[C:10]([F:36])[N:9]=1)(C)(C)C.C([SiH](CC)CC)C.FC(F)(F)C(O)=O.C(=O)([O-])[O-].[K+].[K+], predict the reaction product. The product is: [CH2:44]([O:43][C:40]1[N:39]=[CH:38][C:37]([NH:7][C:8]2[CH:13]=[CH:12][C:11]([CH2:14][C:15]3[C:23]4[C:18](=[N:19][CH:20]=[C:21]([CH3:24])[CH:22]=4)[NH:17][CH:16]=3)=[C:10]([F:36])[N:9]=2)=[CH:42][CH:41]=1)[CH3:45]. (2) Given the reactants [CH:1]([N:14]1[C:22]2[C:17](=[CH:18][C:19]([Cl:23])=[CH:20][CH:21]=2)[CH:16]=[C:15]1[CH2:24][CH2:25][NH:26][S:27]([CH2:30][C:31]1[CH:36]=[CH:35][C:34]([Cl:37])=[C:33]([Cl:38])[CH:32]=1)(=[O:29])=[O:28])([C:8]1[CH:13]=[CH:12][CH:11]=[CH:10][CH:9]=1)[C:2]1[CH:7]=[CH:6][CH:5]=[CH:4][CH:3]=1.C([O:41][C:42](=[O:53])[C:43]1[CH:48]=[CH:47][C:46]([CH2:49][CH2:50][CH:51]=O)=[CH:45][CH:44]=1)C.C([SiH](CC)CC)C.S([O-])([O-])(=O)=O.[Mg+2].B(F)(F)F.CCOCC.FC(F)(F)C(O)=O.C(O)(=O)C, predict the reaction product. The product is: [CH:1]([N:14]1[C:22]2[C:17](=[CH:18][C:19]([Cl:23])=[CH:20][CH:21]=2)[C:16]([CH2:51][CH2:50][CH2:49][C:46]2[CH:47]=[CH:48][C:43]([C:42]([OH:53])=[O:41])=[CH:44][CH:45]=2)=[C:15]1[CH2:24][CH2:25][NH:26][S:27]([CH2:30][C:31]1[CH:36]=[CH:35][C:34]([Cl:37])=[C:33]([Cl:38])[CH:32]=1)(=[O:28])=[O:29])([C:2]1[CH:7]=[CH:6][CH:5]=[CH:4][CH:3]=1)[C:8]1[CH:9]=[CH:10][CH:11]=[CH:12][CH:13]=1. (3) The product is: [C:20]([NH:23][C@H:24]([C:27]([OH:29])=[O:28])[CH2:25][S:26][C:5](=[O:7])[CH2:4][CH2:3][CH2:2][Br:1])(=[O:22])[CH3:21]. Given the reactants [Br:1][CH2:2][CH2:3][CH2:4][C:5]([OH:7])=O.C(N1C=CN=C1)(N1C=CN=C1)=O.[C:20]([NH:23][C@H:24]([C:27]([OH:29])=[O:28])[CH2:25][SH:26])(=[O:22])[CH3:21].CC[O-].[Na+], predict the reaction product. (4) Given the reactants [H-].[Na+].[F:3][C:4]1[C:5]([CH2:16][N:17]([CH3:25])[C:18](=[O:24])[O:19][C:20]([CH3:23])([CH3:22])[CH3:21])=[CH:6][NH:7][C:8]=1[C:9]1[C:10]([F:15])=[N:11][CH:12]=[CH:13][CH:14]=1.C1OCCOCCOCCOCCOC1.[CH3:41][C:42]1[C:43]([S:48](Cl)(=[O:50])=[O:49])=[N:44][CH:45]=[CH:46][CH:47]=1, predict the reaction product. The product is: [F:3][C:4]1[C:5]([CH2:16][N:17]([CH3:25])[C:18](=[O:24])[O:19][C:20]([CH3:21])([CH3:22])[CH3:23])=[CH:6][N:7]([S:48]([C:43]2[C:42]([CH3:41])=[CH:47][CH:46]=[CH:45][N:44]=2)(=[O:50])=[O:49])[C:8]=1[C:9]1[C:10]([F:15])=[N:11][CH:12]=[CH:13][CH:14]=1. (5) Given the reactants O1C2C=CC=CC=2OB1.[Br:10][C:11]1[C:12]([N:27]2[CH2:30][C:29]([F:32])([F:31])[CH2:28]2)=[C:13]([C:19](=[O:26])[C:20]([O:22][CH:23]([CH3:25])[CH3:24])=[O:21])[C:14]([CH3:18])=[N:15][C:16]=1[CH3:17].CB1N2CCC[C@@H]2C(C2C=CC=CC=2)(C2C=CC=CC=2)O1, predict the reaction product. The product is: [Br:10][C:11]1[C:12]([N:27]2[CH2:28][C:29]([F:32])([F:31])[CH2:30]2)=[C:13]([C@H:19]([OH:26])[C:20]([O:22][CH:23]([CH3:25])[CH3:24])=[O:21])[C:14]([CH3:18])=[N:15][C:16]=1[CH3:17]. (6) Given the reactants [CH3:1][N:2]([C:14]1[CH:19]=[CH:18][C:17]([C:20]2[N:24]=[CH:23][N:22]([C:25]3[CH:30]=[CH:29][C:28]([O:31][C:32]([F:35])([F:34])[F:33])=[CH:27][CH:26]=3)[N:21]=2)=[CH:16][CH:15]=1)[C:3]([NH:5]C(=O)C1C=CC=CC=1)=[S:4].[OH-].[Na+].Cl, predict the reaction product. The product is: [CH3:1][N:2]([C:14]1[CH:19]=[CH:18][C:17]([C:20]2[N:24]=[CH:23][N:22]([C:25]3[CH:30]=[CH:29][C:28]([O:31][C:32]([F:35])([F:33])[F:34])=[CH:27][CH:26]=3)[N:21]=2)=[CH:16][CH:15]=1)[C:3]([NH2:5])=[S:4].